This data is from Reaction yield outcomes from USPTO patents with 853,638 reactions. The task is: Predict the reaction yield, written as a fraction of the theoretical maximum amount of product (1.0 means a 100% yield; for example, 0.34 means a 34% yield). (1) The reactants are [NH2:1][C:2]1[CH:3]=[C:4]2[C:8](=[CH:9][CH:10]=1)[NH:7][C:6](=[O:11])[CH2:5]2.[C:12](Cl)(=[O:14])[CH3:13].C(OCC)(=O)C. The catalyst is O1CCCC1. The product is [O:11]=[C:6]1[CH2:5][C:4]2[C:8](=[CH:9][CH:10]=[C:2]([NH:1][C:12](=[O:14])[CH3:13])[CH:3]=2)[NH:7]1. The yield is 0.889. (2) The reactants are [CH3:1][S:2]([C:4]1[CH:9]=[CH:8][C:7]([OH:10])=[CH:6][CH:5]=1)=[O:3].CN(C=O)C.Br[C:17]1[CH:18]=[CH:19][C:20]([N+:23]([O-:25])=[O:24])=[N:21][CH:22]=1. No catalyst specified. The product is [CH3:1][S:2]([C:4]1[CH:9]=[CH:8][C:7]([O:10][C:17]2[CH:18]=[CH:19][C:20]([N+:23]([O-:25])=[O:24])=[N:21][CH:22]=2)=[CH:6][CH:5]=1)=[O:3]. The yield is 0.560. (3) The reactants are [F:1][C:2]1[C:11]([CH2:12][C:13]([NH:15][NH2:16])=O)=[C:10]([F:17])[CH:9]=[C:8]2[C:3]=1[CH:4]=[C:5]([N:18]1[CH2:23][CH2:22][O:21][CH2:20][CH2:19]1)[CH:6]=[N:7]2.[Cl:24][C:25]1[N:26]=[N:27][C:28](Cl)=[CH:29][CH:30]=1. The catalyst is C(O)CCC. The product is [Cl:24][C:25]1[CH:30]=[CH:29][C:28]2[N:15]([C:13]([CH2:12][C:11]3[C:2]([F:1])=[C:3]4[C:8](=[CH:9][C:10]=3[F:17])[N:7]=[CH:6][C:5]([N:18]3[CH2:23][CH2:22][O:21][CH2:20][CH2:19]3)=[CH:4]4)=[N:26][N:27]=2)[N:16]=1. The yield is 0.790.